From a dataset of Experimentally validated miRNA-target interactions with 360,000+ pairs, plus equal number of negative samples. Binary Classification. Given a miRNA mature sequence and a target amino acid sequence, predict their likelihood of interaction. (1) The miRNA is hsa-miR-4789-5p with sequence GUAUACACCUGAUAUGUGUAUG. The protein sequence of the target gene is MDDYKYQDNYGGYAPSDGYYRGNESNPEEDAQSDVTEGHDEEDEIYEGEYQGIPHPDDVKAKQAKMAPSRMDSLRGQTDLMAERLEDEEQLAHQYETIMDECGHGRFQWILFFVLGLALMADGVEVFVVSFALPSAEKDMCLSSSKKGMLGMIVYLGMMAGAFILGGLADKLGRKRVLSMSLAVNASFASLSSFVQGYGAFLFCRLISGIGIGGALPIVFAYFSEFLSREKRGEHLSWLGIFWMTGGLYASAMAWSIIPHYGWGFSMGTNYHFHSWRVFVIVCALPCTVSMVALKFMPES.... Result: 1 (interaction). (2) The miRNA is hsa-miR-6825-5p with sequence UGGGGAGGUGUGGAGUCAGCAU. Result: 1 (interaction). The protein sequence of the target gene is MSSPQRRKAMPWALSLLLMGFQLLVTYAWCSEEEMGGNNKIVQDPMFLATVEFALNTFNVQSKEEHAYRLLRVLSSWREDSMDRKWRGKMVFSMNLQLRQTVCRKFEDDIDNCPFQESLELNNVRQGISFPQVHSCGCCMGCGVGTGAADKAIPRDKGK. (3) Result: 0 (no interaction). The protein sequence of the target gene is MMLPLQGAQMLQMLEKSLRKSLPASLKVYGTVFHINHGNPFNLKAVVDKWPDFNTVVVCPQEQDMTDDLDHYTNTYQIYSKDPQNCQEFLGSPELINWKQHLQIQSSQPSLNEAIQNLAAIKSFKVKQTQRILYMAAETAKELTPFLLKSKILSPNGGKPKAINQEMFKLSSMDVTHAHLVNKFWHFGGNERSQRFIERCIQTFPTCCLLGPEGTPVCWDLMDQTGEMRMAGTLPEYRLHGLVTYVIYSHAQKLGKLGFPVYSHVDYSNEAMQKMSYTLQHVPIPRSWNQWNCVPL. The miRNA is dre-miR-199-5p with sequence CCCAGUGUUCAGACUACCUGUUC. (4) The miRNA is hsa-miR-3139 with sequence UAGGAGCUCAACAGAUGCCUGUU. The protein sequence of the target gene is MAGFKRGYDGKIAGLYDLDKTLGRGHFAVVKLARHVFTGEKVAVKVIDKTKLDTLATGHLFQEVRCMKLVQHPNIVRLYEVIDTQTKLYLILELGDGGDMFDYIMKHEEGLNEDLAKKYFAQIVHAISYCHKLHVVHRDLKPENVVFFEKQGLVKLTDFGFSNKFQPGKKLTTSCGSLAYSAPEILLGDEYDAPAVDIWSLGVILFMLVCGQPPFQEANDSETLTMIMDCKYTVPPRVSAGCRDLITRMLQRDPKRRASLEEIESHPWLQGVDPSPATKYNIPLVSYKNLSEEEHNSIIQ.... Result: 0 (no interaction).